Dataset: Retrosynthesis with 50K atom-mapped reactions and 10 reaction types from USPTO. Task: Predict the reactants needed to synthesize the given product. (1) Given the product c1ccc(C2CNC2)cc1, predict the reactants needed to synthesize it. The reactants are: c1ccc(C2CN(C(c3ccccc3)c3ccccc3)C2)cc1. (2) Given the product COC(=O)c1cnc(Nc2ccc(C)nc2)c(Cl)c1, predict the reactants needed to synthesize it. The reactants are: COC(=O)c1cnc(Cl)c(Cl)c1.Cc1ccc(N)cn1. (3) Given the product COCCOCCOCCN(OCc1ccccc1)C(=O)CCC(=O)NCCCCCN(OCc1ccccc1)C(=O)CCC(=O)NCCCCCNOCc1ccccc1, predict the reactants needed to synthesize it. The reactants are: COCCOCCOCCN(OCc1ccccc1)C(=O)CCC(=O)NCCCCCN(OCc1ccccc1)C(=O)CCC(=O)NCCCCCN(OCc1ccccc1)C(=O)OC(C)(C)C. (4) Given the product O=C(NCc1ccc([N+](=O)[O-])cc1)N(c1ccccc1)c1ccccc1, predict the reactants needed to synthesize it. The reactants are: NCc1ccc([N+](=O)[O-])cc1.O=C(Cl)N(c1ccccc1)c1ccccc1.